Task: Predict the reactants needed to synthesize the given product.. Dataset: Full USPTO retrosynthesis dataset with 1.9M reactions from patents (1976-2016) (1) Given the product [CH:1]1([C:5]2[N:9]3[CH:10]=[CH:11][N:12]=[C:13]([NH2:14])[C:8]3=[C:7]([C:15]3[NH:23][C:18]4=[N:19][CH:20]=[CH:21][CH:22]=[C:17]4[CH:16]=3)[N:6]=2)[CH2:2][CH2:3][CH2:4]1, predict the reactants needed to synthesize it. The reactants are: [CH:1]1([C:5]2[N:9]3[CH:10]=[CH:11][N:12]=[C:13]([NH2:14])[C:8]3=[C:7]([C:15]3[N:23](COCC[Si](C)(C)C)[C:18]4=[N:19][CH:20]=[CH:21][CH:22]=[C:17]4[CH:16]=3)[N:6]=2)[CH2:4][CH2:3][CH2:2]1.Cl. (2) Given the product [Cl:8][C:9]1[CH:14]=[CH:13][C:12]([C:6]#[C:5][CH2:4][CH2:3][CH2:2][CH2:1][OH:7])=[CH:11][CH:10]=1, predict the reactants needed to synthesize it. The reactants are: [CH2:1]([OH:7])[CH2:2][CH2:3][CH2:4][C:5]#[CH:6].[Cl:8][C:9]1[CH:14]=[CH:13][C:12](I)=[CH:11][CH:10]=1. (3) Given the product [CH2:1]([N:8]1[CH2:16][C@@H:15]2[C@@H:10]([CH2:11][CH2:12][CH2:13][N:14]2[C:20]([O:22][C:23]([CH3:26])([CH3:25])[CH3:24])=[O:19])[CH2:9]1)[C:2]1[CH:3]=[CH:4][CH:5]=[CH:6][CH:7]=1, predict the reactants needed to synthesize it. The reactants are: [CH2:1]([N:8]1[CH2:16][C@@H:15]2[C@@H:10]([CH2:11][CH2:12][CH2:13][NH:14]2)[CH2:9]1)[C:2]1[CH:7]=[CH:6][CH:5]=[CH:4][CH:3]=1.C(OC([O-])=O)([O:19][C:20]([O:22][C:23]([CH3:26])([CH3:25])[CH3:24])=O)=O. (4) The reactants are: [Cl:1][C:2]1[N:10]=[C:9]([CH3:11])[CH:8]=[CH:7][C:3]=1[C:4]([OH:6])=O.C(Cl)(=O)C(Cl)=O.[F:18][C:19]1[CH:24]=[C:23]([F:25])[CH:22]=[CH:21][C:20]=1[NH2:26].C(N(CC)CC)C. Given the product [Cl:1][C:2]1[N:10]=[C:9]([CH3:11])[CH:8]=[CH:7][C:3]=1[C:4]([NH:26][C:20]1[CH:21]=[CH:22][C:23]([F:25])=[CH:24][C:19]=1[F:18])=[O:6], predict the reactants needed to synthesize it. (5) Given the product [CH:30]1([N:27]2[CH2:28][CH2:29][CH:24]([C:21]3[CH:20]=[CH:19][C:18]([NH:17][C:10]4[C:11]([C:14]([NH2:16])=[O:15])=[N:12][CH:13]=[C:8]([N:4]5[CH2:5][CH2:6][CH2:7][C@@H:2]([NH:1][CH:35]=[O:36])[CH2:3]5)[N:9]=4)=[CH:23][CH:22]=3)[CH2:25][CH2:26]2)[CH2:31][CH2:32][CH2:33][CH2:34]1, predict the reactants needed to synthesize it. The reactants are: [NH2:1][C@@H:2]1[CH2:7][CH2:6][CH2:5][N:4]([C:8]2[N:9]=[C:10]([NH:17][C:18]3[CH:23]=[CH:22][C:21]([CH:24]4[CH2:29][CH2:28][N:27]([CH:30]5[CH2:34][CH2:33][CH2:32][CH2:31]5)[CH2:26][CH2:25]4)=[CH:20][CH:19]=3)[C:11]([C:14]([NH2:16])=[O:15])=[N:12][CH:13]=2)[CH2:3]1.[CH:35](O)=[O:36].CCN(C(C)C)C(C)C.C1CN([P+](ON2N=NC3C=CC=CC2=3)(N2CCCC2)N2CCCC2)CC1.F[P-](F)(F)(F)(F)F. (6) Given the product [Cl:19][CH2:3][C:4]1[CH:5]=[C:6]([CH:9]=[C:10]([CH2:15][Cl:17])[CH:11]=1)[CH:7]=[CH2:8], predict the reactants needed to synthesize it. The reactants are: CO[CH2:3][C:4]1[CH:5]=[C:6]([CH:9]=[C:10](COC)[CH:11]=1)[CH:7]=[CH2:8].[CH2:15]([Cl:17])Cl.B(Cl)(Cl)[Cl:19].[OH-].[Na+]. (7) Given the product [C:5]1([CH2:15][C:16]([O:18][CH2:1][CH3:2])=[O:17])[CH:10]=[CH:9][CH:8]=[C:7]([CH2:11][C:12]([O:14][CH2:19][CH3:20])=[O:13])[CH:6]=1, predict the reactants needed to synthesize it. The reactants are: [C:1](Cl)(=O)[CH3:2].[C:5]1([CH2:15][C:16]([OH:18])=[O:17])[CH:10]=[CH:9][CH:8]=[C:7]([CH2:11][C:12]([OH:14])=[O:13])[CH:6]=1.[CH2:19](O)[CH3:20]. (8) Given the product [Cl:1][CH2:2][CH2:3][CH:4]([C:5]1[CH:10]=[CH:9][C:8]([F:11])=[CH:7][C:6]=1[F:12])[OH:17], predict the reactants needed to synthesize it. The reactants are: [Cl:1][CH2:2][C:3](=O)[CH2:4][C:5]1[CH:10]=[CH:9][C:8]([F:11])=[CH:7][C:6]=1[F:12].[BH4-].[Na+].C[OH:17]. (9) Given the product [C:4]([C:2](=[CH2:3])[C:1]([O:15][CH3:13])=[O:26])#[N:5].[CH:8]12[CH2:9][CH:18]([CH2:19][CH2:10]1)[CH:17]=[CH:11]2, predict the reactants needed to synthesize it. The reactants are: [CH3:1][C:2](N=N[C:8]([C:11]#N)([CH3:10])[CH3:9])([C:4]#[N:5])[CH3:3].[C:13](O)(=[O:15])C.[CH3:17][CH2:18][CH2:19]CCC.C1C[O:26]CC1. (10) Given the product [CH3:7][O:8][CH2:9][O:10][C:11]1[CH:12]=[CH:13][C:14]2[C@@H:15]3[C@@H:23]([C@H:24]([CH2:35][CH2:36][CH2:37][CH2:38][O:39][CH2:40][CH2:41][O:42][CH2:43][CH2:44][O:45][CH2:46][CH2:47][O:48][CH2:49][CH2:50][O:51][CH2:52][C:53]4[CH:54]=[CH:55][CH:56]=[CH:57][CH:58]=4)[C:25](=[O:28])[C:26]=2[CH:27]=1)[C@H:22]1[C@@:18]([CH3:33])([C@@H:19]([O:29][CH2:30][O:31][CH3:32])[CH2:20][CH2:21]1)[CH2:17][CH2:16]3, predict the reactants needed to synthesize it. The reactants are: CC([O-])(C)C.[K+].[CH3:7][O:8][CH2:9][O:10][C:11]1[CH:12]=[CH:13][C:14]2[C@@H:15]3[C@@H:23]([CH2:24][C:25](=[O:28])[C:26]=2[CH:27]=1)[C@H:22]1[C@@:18]([CH3:33])([C@@H:19]([O:29][CH2:30][O:31][CH3:32])[CH2:20][CH2:21]1)[CH2:17][CH2:16]3.I[CH2:35][CH2:36][CH2:37][CH2:38][O:39][CH2:40][CH2:41][O:42][CH2:43][CH2:44][O:45][CH2:46][CH2:47][O:48][CH2:49][CH2:50][O:51][CH2:52][C:53]1[CH:58]=[CH:57][CH:56]=[CH:55][CH:54]=1.